The task is: Predict which catalyst facilitates the given reaction.. This data is from Catalyst prediction with 721,799 reactions and 888 catalyst types from USPTO. (1) Product: [CH:33]1([C:18]2[C:17]([CH2:16][O:15][C:12]3[CH:13]=[CH:14][C:9]([O:8][C:5]([CH3:7])([CH3:6])[C:4]([OH:36])=[O:3])=[CH:10][CH:11]=3)=[CH:22][N:21]=[C:20]([C:23]3[CH:28]=[CH:27][C:26]([C:29]([F:31])([F:32])[F:30])=[CH:25][CH:24]=3)[N:19]=2)[CH2:35][CH2:34]1. The catalyst class is: 365. Reactant: C([O:3][C:4](=[O:36])[C:5]([O:8][C:9]1[CH:14]=[CH:13][C:12]([O:15][CH2:16][C:17]2[C:18]([CH:33]3[CH2:35][CH2:34]3)=[N:19][C:20]([C:23]3[CH:28]=[CH:27][C:26]([C:29]([F:32])([F:31])[F:30])=[CH:25][CH:24]=3)=[N:21][CH:22]=2)=[CH:11][CH:10]=1)([CH3:7])[CH3:6])C.[Li+].[OH-]. (2) Reactant: [OH:1][CH:2]([CH2:6][CH2:7][S:8][CH3:9])[C:3]([OH:5])=[O:4].C.[CH2:11](O)[CH2:12][CH2:13][CH2:14][CH2:15][CH2:16][CH2:17][CH2:18][CH2:19][CH2:20][CH2:21][CH2:22][CH2:23][CH2:24][CH2:25][CH2:26][CH2:27][CH3:28].S([O-])(O)(=O)=O.[Na+]. Product: [OH:1][CH:2]([CH2:6][CH2:7][S:8][CH3:9])[C:3]([O:5][CH2:28][CH2:27][CH2:26][CH2:25][CH2:24][CH2:23][CH2:22][CH2:21][CH2:20][CH2:19][CH2:18][CH2:17][CH2:16][CH2:15][CH2:14][CH2:13][CH2:12][CH3:11])=[O:4]. The catalyst class is: 226. (3) Product: [F:31][C:30]([F:32])([F:33])[O:29][CH2:28][CH2:27][O:26][CH2:25][CH2:24][O:23][CH2:22][CH2:21][O:13][C@H:10]1[CH2:11][CH2:12][NH:8][CH2:9]1. The catalyst class is: 7. Reactant: C(OC([N:8]1[CH2:12][CH2:11][C@H:10]([OH:13])[CH2:9]1)=O)(C)(C)C.[H-].[Na+].CS(O[CH2:21][CH2:22][O:23][CH2:24][CH2:25][O:26][CH2:27][CH2:28][O:29][C:30]([F:33])([F:32])[F:31])(=O)=O.